This data is from Catalyst prediction with 721,799 reactions and 888 catalyst types from USPTO. The task is: Predict which catalyst facilitates the given reaction. The catalyst class is: 204. Reactant: [Cl:1][C:2]1[CH:7]=[CH:6][C:5]([C:8]2[C:9]([C:14]([O:16][CH3:17])=[O:15])=[CH:10][CH:11]=[CH:12][CH:13]=2)=[CH:4][C:3]=1[C:18]([O-:20])=O.C(Cl)(=O)C(Cl)=O.[CH3:27][C@H:28]([CH:30]1[CH2:35][CH2:34][CH2:33][CH2:32][CH2:31]1)[NH2:29].C(N(CC)CC)C. Product: [Cl:1][C:2]1[CH:7]=[CH:6][C:5]([C:8]2[C:9]([C:14]([O:16][CH3:17])=[O:15])=[CH:10][CH:11]=[CH:12][CH:13]=2)=[CH:4][C:3]=1[C:18]([NH:29][C@@H:28]([CH:30]1[CH2:35][CH2:34][CH2:33][CH2:32][CH2:31]1)[CH3:27])=[O:20].